This data is from Forward reaction prediction with 1.9M reactions from USPTO patents (1976-2016). The task is: Predict the product of the given reaction. (1) The product is: [ClH:1].[CH3:13][O:12][C:9]1[CH:10]=[CH:11][C:6]([CH2:5][CH2:4][CH2:3][CH2:2][N:14]2[CH:18]=[CH:17][N:16]=[N:15]2)=[CH:7][CH:8]=1. Given the reactants [Cl:1][CH2:2][CH2:3][CH2:4][CH2:5][C:6]1[CH:11]=[CH:10][C:9]([O:12][CH3:13])=[CH:8][CH:7]=1.[NH:14]1[CH:18]=[CH:17][N:16]=[N:15]1.[I-].[K+].[Cl-].[Li+].C(O[Na])(C)(C)C, predict the reaction product. (2) Given the reactants [NH2:1][CH2:2][C@@H:3]([OH:17])[CH2:4][NH:5][S:6]([C:9]1[CH:14]=[CH:13][C:12]([F:15])=[CH:11][C:10]=1[Cl:16])(=[O:8])=[O:7].[S:18]1[C:22]2[CH:23]=[CH:24][CH:25]=[CH:26][C:21]=2[CH:20]=[C:19]1[C:27]([NH:29][C@H:30]([C:35](O)=[O:36])[CH2:31][CH:32]([CH3:34])[CH3:33])=[O:28].CN1CCOCC1.CCN=C=NCCCN(C)C.Cl, predict the reaction product. The product is: [Cl:16][C:10]1[CH:11]=[C:12]([F:15])[CH:13]=[CH:14][C:9]=1[S:6]([NH:5][CH2:4][C@H:3]([OH:17])[CH2:2][NH:1][C:35]([C@@H:30]([NH:29][C:27]([C:19]1[S:18][C:22]2[CH:23]=[CH:24][CH:25]=[CH:26][C:21]=2[CH:20]=1)=[O:28])[CH2:31][CH:32]([CH3:34])[CH3:33])=[O:36])(=[O:7])=[O:8]. (3) Given the reactants [C:1]([O:5][C:6](=[O:33])[NH:7][C@@H:8]([CH2:29][CH:30]([CH3:32])[CH3:31])[CH2:9][O:10][C:11]1[CH:12]=[CH:13][C:14]2[C:24]3[C:19](=[CH:20][N:21]=[C:22]([NH:25][C:26](=[O:28])[CH3:27])[CH:23]=3)[CH2:18][O:17][C:15]=2[CH:16]=1)([CH3:4])([CH3:3])[CH3:2].C1C(=O)N([Cl:41])C(=O)C1, predict the reaction product. The product is: [C:1]([O:5][C:6](=[O:33])[NH:7][C@@H:8]([CH2:29][CH:30]([CH3:31])[CH3:32])[CH2:9][O:10][C:11]1[C:12]([Cl:41])=[CH:13][C:14]2[C:24]3[C:19](=[CH:20][N:21]=[C:22]([NH:25][C:26](=[O:28])[CH3:27])[CH:23]=3)[CH2:18][O:17][C:15]=2[CH:16]=1)([CH3:4])([CH3:3])[CH3:2]. (4) Given the reactants [F:1][C:2]([F:6])([F:5])[CH2:3][NH2:4].[C:7]([N:14]1[CH:18]=[CH:17]N=[CH:15]1)([N:9]1C=CN=[CH:10]1)=O.CN(C=[O:23])C, predict the reaction product. The product is: [CH3:10]/[N:9]=[CH:7]\[N:14]([CH:18]=[CH2:17])[C:15]([NH:4][CH2:3][C:2]([F:6])([F:5])[F:1])=[O:23]. (5) Given the reactants [F:1][C:2]1[CH:7]=[CH:6][C:5]([F:8])=[CH:4][C:3]=1[CH:9]([S:20]([C:23]1[CH:28]=[CH:27][C:26]([F:29])=[CH:25][CH:24]=1)(=[O:22])=[O:21])[C:10]1[C:11]([CH3:19])=[CH:12][C:13]([C:16]([OH:18])=O)=[N:14][CH:15]=1.[OH:30][N:31]1[C:35]2C=CC=CC=2N=N1.Cl.[CH2:41](N=C=NCCCN(C)C)C.CN1CCOCC1, predict the reaction product. The product is: [F:1][C:2]1[CH:7]=[CH:6][C:5]([F:8])=[CH:4][C:3]=1[CH:9]([S:20]([C:23]1[CH:28]=[CH:27][C:26]([F:29])=[CH:25][CH:24]=1)(=[O:22])=[O:21])[C:10]1[C:11]([CH3:19])=[CH:12][C:13]([C:16]([N:31]([O:30][CH3:41])[CH3:35])=[O:18])=[N:14][CH:15]=1.